The task is: Predict the product of the given reaction.. This data is from Forward reaction prediction with 1.9M reactions from USPTO patents (1976-2016). (1) Given the reactants [Br-].[Cl:2][C:3]1[C:4]([C:10](=[O:22])[CH2:11][N+:12]23CN4CN(CN(C4)C2)C3)=[N:5][CH:6]=[C:7]([Cl:9])[CH:8]=1, predict the reaction product. The product is: [ClH:2].[NH2:12][CH2:11][C:10]([C:4]1[C:3]([Cl:2])=[CH:8][C:7]([Cl:9])=[CH:6][N:5]=1)=[O:22]. (2) The product is: [NH:26]([C:27]1[N:29]=[C:5]([C:7]2[N:11]([CH2:12][CH3:13])[C:10]([CH3:14])=[N:9][CH:8]=2)[CH:4]=[CH:3][N:28]=1)[C:20]1[CH:25]=[CH:24][CH:23]=[CH:22][CH:21]=1. Given the reactants CN(C)[CH:3]=[CH:4][C:5]([C:7]1[N:11]([CH2:12][CH3:13])[C:10]([CH3:14])=[N:9][CH:8]=1)=O.C(=O)(O)O.[C:20]1([NH:26][C:27]([NH2:29])=[NH:28])[CH:25]=[CH:24][CH:23]=[CH:22][CH:21]=1.C[O-].[Na+].O, predict the reaction product. (3) Given the reactants [F:1][C:2]1[CH:3]=[C:4]([OH:19])[CH:5]=[C:6]([F:18])[C:7]=1[C:8]1[CH:9]=[N:10][N:11]([CH2:13][C:14]([OH:17])([CH3:16])[CH3:15])[CH:12]=1.[F:20][C:21]([F:34])([F:33])[S:22](O[S:22]([C:21]([F:34])([F:33])[F:20])(=[O:24])=[O:23])(=[O:24])=[O:23].C(N(CC)CC)C, predict the reaction product. The product is: [F:20][C:21]([F:34])([F:33])[S:22]([O:19][C:4]1[CH:3]=[C:2]([F:1])[C:7]([C:8]2[CH:9]=[N:10][N:11]([CH2:13][C:14]([OH:17])([CH3:16])[CH3:15])[CH:12]=2)=[C:6]([F:18])[CH:5]=1)(=[O:24])=[O:23].